This data is from Catalyst prediction with 721,799 reactions and 888 catalyst types from USPTO. The task is: Predict which catalyst facilitates the given reaction. (1) Reactant: C(O[C:4](=[O:30])[CH2:5][CH2:6][CH2:7][CH2:8][C:9]1[CH:14]=[CH:13][C:12]([CH2:15][CH2:16][CH2:17][CH2:18][N:19]2C(=O)C3C(=CC=CC=3)C2=O)=[CH:11][N:10]=1)C.[CH3:31][NH2:32]. Product: [CH3:31][NH:32][C:4](=[O:30])[CH2:5][CH2:6][CH2:7][CH2:8][C:9]1[CH:14]=[CH:13][C:12]([CH2:15][CH2:16][CH2:17][CH2:18][NH2:19])=[CH:11][N:10]=1. The catalyst class is: 5. (2) Reactant: [NH:1]1[CH:5]=[C:4]([CH2:6][C:7]([N:9]2[CH2:14][CH2:13][NH:12][CH2:11][C@H:10]2[C:15]([NH:17][C:18]2[CH:23]=[CH:22][C:21]([O:24][C:25]3[CH:30]=[CH:29][C:28]([F:31])=[CH:27][CH:26]=3)=[CH:20][CH:19]=2)=[O:16])=[O:8])[N:3]=[CH:2]1.[CH:32](=O)[C:33]1[CH:38]=[CH:37][CH:36]=[CH:35][CH:34]=1.CO.C(O[BH-](OC(=O)C)OC(=O)C)(=O)C.[Na+]. Product: [NH:1]1[CH:5]=[C:4]([CH2:6][C:7]([N:9]2[CH2:14][CH2:13][N:12]([CH2:32][C:33]3[CH:38]=[CH:37][CH:36]=[CH:35][CH:34]=3)[CH2:11][C@H:10]2[C:15]([NH:17][C:18]2[CH:19]=[CH:20][C:21]([O:24][C:25]3[CH:30]=[CH:29][C:28]([F:31])=[CH:27][CH:26]=3)=[CH:22][CH:23]=2)=[O:16])=[O:8])[N:3]=[CH:2]1. The catalyst class is: 6. (3) Reactant: [NH:1]1[C:5]2[CH:6]=[CH:7][C:8]([NH2:10])=[CH:9][C:4]=2[N:3]=[CH:2]1.[C:11]1([N:17]2[CH2:22][CH2:21][CH:20]([CH:23]=O)[CH2:19][CH2:18]2)[CH:16]=[CH:15][CH:14]=[CH:13][CH:12]=1.[Si](C#N)(C)(C)C.[N:31]1([C:36](N2C=CN=C2)=[O:37])C=CN=[CH:32]1. Product: [NH:3]1[C:4]2[CH:9]=[C:8]([N:10]3[CH:23]([CH:20]4[CH2:19][CH2:18][N:17]([C:11]5[CH:12]=[CH:13][CH:14]=[CH:15][CH:16]=5)[CH2:22][CH2:21]4)[CH2:32][NH:31][C:36]3=[O:37])[CH:7]=[CH:6][C:5]=2[N:1]=[CH:2]1. The catalyst class is: 45. (4) Reactant: Br[C:2]1[CH:7]=[C:6]([O:8][CH3:9])[CH:5]=[C:4]([Cl:10])[C:3]=1[Cl:11].[Li]CCCC.[B:17](OC)([O:20]C)[O:18]C.Cl. Product: [Cl:11][C:3]1[C:4]([Cl:10])=[CH:5][C:6]([O:8][CH3:9])=[CH:7][C:2]=1[B:17]([OH:20])[OH:18]. The catalyst class is: 1. (5) Reactant: [N:1]1[CH:6]=[CH:5][C:4]([C:7]2[C:16]3[C:11](=[CH:12][CH:13]=[C:14]([CH:17]=O)[CH:15]=3)[N:10]=[CH:9][CH:8]=2)=[CH:3][CH:2]=1.C1(P(=[CH:38][C:39]([O:41][CH3:42])=[O:40])(C2C=CC=CC=2)C2C=CC=CC=2)C=CC=CC=1. Product: [N:1]1[CH:2]=[CH:3][C:4]([C:7]2[C:16]3[C:11](=[CH:12][CH:13]=[C:14]([CH:17]=[CH:38][C:39]([O:41][CH3:42])=[O:40])[CH:15]=3)[N:10]=[CH:9][CH:8]=2)=[CH:5][CH:6]=1. The catalyst class is: 5.